This data is from Reaction yield outcomes from USPTO patents with 853,638 reactions. The task is: Predict the reaction yield, written as a fraction of the theoretical maximum amount of product (1.0 means a 100% yield; for example, 0.34 means a 34% yield). (1) The reactants are [F:1][C:2]([F:20])([S:13]([CH2:16][CH2:17][CH2:18][OH:19])(=[O:15])=[O:14])[C:3]([F:12])([F:11])[C:4]([F:10])([F:9])[C:5]([F:8])([F:7])[F:6].C(N(CC)CC)C.[C:28](Cl)(=[O:31])[CH:29]=[CH2:30]. The catalyst is C(C1C=C(O)C(=CC=1)O)(C)(C)C.ClCCl. The product is [C:28]([O:19][CH2:18][CH2:17][CH2:16][S:13]([C:2]([F:1])([F:20])[C:3]([F:11])([F:12])[C:4]([F:10])([F:9])[C:5]([F:8])([F:7])[F:6])(=[O:15])=[O:14])(=[O:31])[CH:29]=[CH2:30]. The yield is 0.953. (2) The reactants are [N:1]1[CH:6]=[CH:5][CH:4]=[CH:3][C:2]=1[S:7][S:8][CH2:9][CH2:10][CH2:11][C:12]([OH:14])=[O:13].N1C=CC=CC=1SSC1C=CC=CN=1.[S:29](Cl)(=[O:32])(=[O:31])[OH:30].[OH-].[Na+]. The catalyst is ClCCCl.CCOC(C)=O.CCCCCC. The product is [N:1]1[CH:6]=[CH:5][CH:4]=[CH:3][C:2]=1[S:7][S:8][CH2:9][CH2:10][CH:11]([S:29]([OH:32])(=[O:31])=[O:30])[C:12]([OH:14])=[O:13]. The yield is 0.302.